Dataset: Reaction yield outcomes from USPTO patents with 853,638 reactions. Task: Predict the reaction yield, written as a fraction of the theoretical maximum amount of product (1.0 means a 100% yield; for example, 0.34 means a 34% yield). (1) The reactants are [NH2:1][CH2:2][CH2:3][C:4]#[N:5].Br[CH2:7][CH2:8][CH2:9][CH2:10][CH:11]=[CH2:12].[I-].[Na+].C(=O)([O-])[O-].[K+].[K+]. The catalyst is C(OCC)C.CN(C)C=O. The product is [CH2:7]([N:5]([CH2:12][CH2:11][CH2:10][CH2:9][CH:8]=[CH2:7])[CH2:4][CH2:3][C:2]#[N:1])[CH2:8][CH2:9][CH2:10][CH:11]=[CH2:12]. The yield is 0.660. (2) The reactants are Br[C:2]1[CH:15]=[CH:14][C:5]([CH2:6][CH2:7][N:8]2[CH2:13][CH2:12][O:11][CH2:10][CH2:9]2)=[CH:4][CH:3]=1.[CH3:16][C:17]1([CH3:26])[C:21]([CH3:23])([CH3:22])[O:20][B:19]([CH:24]=[CH2:25])[O:18]1.CCN(CC)CC. The catalyst is CC(C)([P](C(C)(C)C)([Pd][P](C(C)(C)C)(C(C)(C)C)C(C)(C)C)C(C)(C)C)C. The product is [CH3:22][C:21]1([CH3:23])[C:17]([CH3:26])([CH3:16])[O:18][B:19](/[CH:24]=[CH:25]/[C:2]2[CH:15]=[CH:14][C:5]([CH2:6][CH2:7][N:8]3[CH2:13][CH2:12][O:11][CH2:10][CH2:9]3)=[CH:4][CH:3]=2)[O:20]1. The yield is 0.770. (3) The reactants are [NH2:1][C:2]1[N:10]=[CH:9][N:8]=[C:7]2[C:3]=1[N:4]=[CH:5][N:6]2[C@H:11]1[C@H:15]([OH:16])[CH2:14][C@@H:13]([CH2:17][O:18][Si:19]([C:22]([CH3:25])([CH3:24])[CH3:23])([CH3:21])[CH3:20])[O:12]1.[CH3:26][C:27](OC(C)=O)=[O:28]. The catalyst is CN(C1C=CN=CC=1)C.N1C=CC=CC=1. The product is [C:27]([O:16][C@@H:15]1[CH2:14][C@@H:13]([CH2:17][O:18][Si:19]([C:22]([CH3:25])([CH3:24])[CH3:23])([CH3:20])[CH3:21])[O:12][C@H:11]1[N:6]1[CH:5]=[N:4][C:3]2[C:7]1=[N:8][CH:9]=[N:10][C:2]=2[NH2:1])(=[O:28])[CH3:26]. The yield is 0.850. (4) The reactants are Cl[C:2]1[N:7]=[CH:6][C:5]([C:8]([O:10][CH3:11])=[O:9])=[CH:4][N:3]=1.[CH3:12][N:13]1[CH2:19][CH2:18][CH2:17][NH:16][CH2:15][CH2:14]1.C(N(C(C)C)C(C)C)C. The catalyst is ClCCl. The product is [CH3:12][N:13]1[CH2:19][CH2:18][CH2:17][N:16]([C:2]2[N:7]=[CH:6][C:5]([C:8]([O:10][CH3:11])=[O:9])=[CH:4][N:3]=2)[CH2:15][CH2:14]1. The yield is 0.940. (5) The reactants are [CH3:1][N:2]([CH3:12])[C:3]1[CH:4]=[N:5][C:6]([N+:9]([O-])=O)=[CH:7][CH:8]=1.[H][H]. The catalyst is C(O)C.[Pd]. The product is [CH3:1][N:2]([CH3:12])[C:3]1[CH:8]=[CH:7][C:6]([NH2:9])=[N:5][CH:4]=1. The yield is 0.940. (6) The reactants are Cl[C:2]1[C:11]2[C:6](=[CH:7][CH:8]=[CH:9][C:10]=2[F:12])[N:5]=[CH:4][N:3]=1.[NH2:13][C:14]1[CH:15]=[C:16]2[C:20](=[CH:21][CH:22]=1)[NH:19][N:18]=[CH:17]2. The catalyst is C(O)(C)C. The product is [F:12][C:10]1[CH:9]=[CH:8][CH:7]=[C:6]2[C:11]=1[C:2]([NH:13][C:14]1[CH:15]=[C:16]3[C:20](=[CH:21][CH:22]=1)[NH:19][N:18]=[CH:17]3)=[N:3][CH:4]=[N:5]2. The yield is 0.890. (7) The reactants are [C:1]([C:3]1[CH:8]=[CH:7][CH:6]=[CH:5][C:4]=1[C:9]1[CH:14]=[CH:13][C:12]([CH2:15][C:16]2[C:17](=[O:42])[N:18]([CH:29]3[CH2:34][CH2:33][CH:32]([O:35][CH2:36]C(OCC)=O)[CH2:31][CH2:30]3)[C:19]3[N:20]([N:25]=[C:26]([CH3:28])[N:27]=3)[C:21]=2[CH2:22][CH2:23][CH3:24])=[CH:11][CH:10]=1)#[N:2].C[Mg]Br.Cl. The catalyst is O1CCCC1. The product is [OH:35][C:32]([CH3:33])([CH3:31])[CH2:36][O:35][C@H:32]1[CH2:33][CH2:34][C@H:29]([N:18]2[C:17](=[O:42])[C:16]([CH2:15][C:12]3[CH:11]=[CH:10][C:9]([C:4]4[C:3]([C:1]#[N:2])=[CH:8][CH:7]=[CH:6][CH:5]=4)=[CH:14][CH:13]=3)=[C:21]([CH2:22][CH2:23][CH3:24])[N:20]3[N:25]=[C:26]([CH3:28])[N:27]=[C:19]23)[CH2:30][CH2:31]1. The yield is 0.560. (8) The reactants are [C:1]([O:10]C)(=O)[C:2]1[C:3](=[CH:5][CH:6]=[CH:7][CH:8]=1)[SH:4].C(O[C:16]1[CH:17]=[CH:18][C:19]([C:22]#N)=[N:20][CH:21]=1)(=O)C.[C:24]([O:27]C1C(C#N)=NC=CC=1)(=[O:26])[CH3:25].[CH2:36]([N:38](CC)CC)C. The catalyst is C1(C)C=CC=CC=1. The product is [C:24]([O:27][CH2:22][C:19]1[CH:18]=[CH:17][C:16]([C:36]2[S:4][C:3]3[CH:5]=[CH:6][CH:7]=[CH:8][C:2]=3[C:1](=[O:10])[N:38]=2)=[CH:21][N:20]=1)(=[O:26])[CH3:25]. The yield is 0.290. (9) The reactants are [Cl:1][C:2]1[CH:7]=[CH:6][C:5]([C:8]2[CH:9]=[C:10]3[C:15](=[CH:16][C:17]=2[O:18][CH3:19])[N:14]([CH2:20][C:21]([O:23]C(C)(C)C)=[O:22])[C:13](=[O:28])[CH2:12][CH2:11]3)=[CH:4][CH:3]=1.Cl.O1CCOCC1.C(#N)C.O. The catalyst is CN(C)C=O. The product is [Cl:1][C:2]1[CH:3]=[CH:4][C:5]([C:8]2[CH:9]=[C:10]3[C:15](=[CH:16][C:17]=2[O:18][CH3:19])[N:14]([CH2:20][C:21]([OH:23])=[O:22])[C:13](=[O:28])[CH2:12][CH2:11]3)=[CH:6][CH:7]=1. The yield is 0.720. (10) The reactants are C[N:2](C)/[CH:3]=[C:4](\[CH3:10])/[C:5]([O:7][CH2:8][CH3:9])=[O:6].[NH:12]([C:14]1[CH:19]=[C:18]([C:20]#[N:21])[CH:17]=[CH:16][N:15]=1)N. The catalyst is CC(O)=O.CCO. The product is [C:20]([C:18]1[CH:17]=[CH:16][N:15]=[C:14]([NH:12][NH:2]/[CH:3]=[C:4](\[CH3:10])/[C:5]([O:7][CH2:8][CH3:9])=[O:6])[CH:19]=1)#[N:21]. The yield is 0.620.